Dataset: Catalyst prediction with 721,799 reactions and 888 catalyst types from USPTO. Task: Predict which catalyst facilitates the given reaction. (1) Reactant: Cl[CH2:2][CH2:3][CH2:4][S:5]([O:8][CH2:9][C:10]([CH3:32])([CH3:31])[C@@H:11]([O:23][CH2:24][C:25]1[CH:30]=[CH:29][CH:28]=[CH:27][CH:26]=1)[C:12]([O:14][CH2:15][CH2:16][O:17][C:18](=[O:22])[CH:19]([CH3:21])[CH3:20])=[O:13])(=[O:7])=[O:6].[N-:33]=[N+:34]=[N-:35].[Na+]. Product: [N:33]([CH2:2][CH2:3][CH2:4][S:5]([O:8][CH2:9][C:10]([CH3:32])([CH3:31])[C@@H:11]([O:23][CH2:24][C:25]1[CH:30]=[CH:29][CH:28]=[CH:27][CH:26]=1)[C:12]([O:14][CH2:15][CH2:16][O:17][C:18](=[O:22])[CH:19]([CH3:21])[CH3:20])=[O:13])(=[O:7])=[O:6])=[N+:34]=[N-:35]. The catalyst class is: 16. (2) Reactant: [CH2:1]([N:8]1[CH2:13][CH2:12][CH:11]([C:14]([O:16]C)=O)[CH:10]([C:18]2[CH:23]=[CH:22][CH:21]=[C:20]([Br:24])[CH:19]=2)[CH2:9]1)[C:2]1[CH:7]=[CH:6][CH:5]=[CH:4][CH:3]=1.[NH4+].[Cl-]. Product: [CH2:1]([N:8]1[CH2:9][C@H:10]2[C@H:11]([C:14](=[O:16])[C:23]3[C:18]2=[CH:19][C:20]([Br:24])=[CH:21][CH:22]=3)[CH2:12][CH2:13]1)[C:2]1[CH:7]=[CH:6][CH:5]=[CH:4][CH:3]=1. The catalyst class is: 6.